This data is from Full USPTO retrosynthesis dataset with 1.9M reactions from patents (1976-2016). The task is: Predict the reactants needed to synthesize the given product. (1) Given the product [OH:54][C@H:25]([C@H:15]1[CH2:14][C@@H:13]([OH:12])[CH2:17][NH:16]1)[C@@H:26]([NH:34][C:35](=[O:53])[C:36]1[CH:41]=[CH:40][CH:39]=[C:38]([C:42]([N:43]([CH3:51])[CH2:44][C:45]2[S:46][CH:47]=[C:48]([CH3:50])[N:49]=2)=[O:52])[CH:37]=1)[CH2:27][C:28]1[CH:33]=[CH:32][CH:31]=[CH:30][CH:29]=1, predict the reactants needed to synthesize it. The reactants are: B(Br)(Br)Br.C([O:12][C@H:13]1[CH2:17][N:16](C(OC(C)(C)C)=O)[C@@H:15]([C@@H:25]([OH:54])[C@@H:26]([NH:34][C:35](=[O:53])[C:36]2[CH:41]=[CH:40][CH:39]=[C:38]([C:42](=[O:52])[N:43]([CH3:51])[CH2:44][C:45]3[S:46][CH:47]=[C:48]([CH3:50])[N:49]=3)[CH:37]=2)[CH2:27][C:28]2[CH:33]=[CH:32][CH:31]=[CH:30][CH:29]=2)[CH2:14]1)C1C=CC=CC=1. (2) Given the product [CH3:1][O:2][C:3](=[O:16])[CH2:4][CH2:5][C:6]([O:8][CH2:9][O:10][C:11]([Cl:20])=[O:12])=[O:7], predict the reactants needed to synthesize it. The reactants are: [CH3:1][O:2][C:3](=[O:16])[CH2:4][CH2:5][C:6]([O:8][CH2:9][O:10][C:11](SCC)=[O:12])=[O:7].S(Cl)([Cl:20])(=O)=O. (3) Given the product [CH2:1]([N:4]1[CH2:5][C:6]([NH2:7])([C:12]2[CH:17]=[CH:16][CH:15]=[C:14]([Br:18])[CH:13]=2)[CH:10]([CH2:9][OH:8])[CH2:11]1)[CH:2]=[CH2:3], predict the reactants needed to synthesize it. The reactants are: [CH2:1]([N:4]1[CH2:11][CH:10]2[C:6]([C:12]3[CH:17]=[CH:16][CH:15]=[C:14]([Br:18])[CH:13]=3)([NH:7][O:8][CH2:9]2)[CH2:5]1)[CH:2]=[CH2:3].C(OCC)(=O)C. (4) Given the product [OH:18][CH:19]1[C:13]([CH3:21])([CH3:12])[CH2:14][CH2:15][C:16](=[O:20])[CH2:17]1, predict the reactants needed to synthesize it. The reactants are: [Li].C1C2C(=CC=CC=2)C=CC=1.[CH3:12][C:13]1([CH3:21])[CH:19]2[CH:17]([O:18]2)[C:16](=[O:20])[CH2:15][CH2:14]1.O. (5) Given the product [C:13]([C:9]1[CH:8]=[C:7]2[C:12](=[CH:11][CH:10]=1)[NH:4][C:5](=[O:26])[C:6]2=[C:16]([NH:37][C:34]1[CH:33]=[CH:32][C:31]([CH2:30][N:28]([CH3:27])[CH3:29])=[CH:36][CH:35]=1)[C:17]1[CH:22]=[CH:21][CH:20]=[CH:19][CH:18]=1)(=[O:15])[CH3:14], predict the reactants needed to synthesize it. The reactants are: C([N:4]1[C:12]2[C:7](=[CH:8][C:9]([C:13](=[O:15])[CH3:14])=[CH:10][CH:11]=2)[C:6](=[C:16](OCC)[C:17]2[CH:22]=[CH:21][CH:20]=[CH:19][CH:18]=2)[C:5]1=[O:26])(=O)C.[CH3:27][N:28]([CH2:30][C:31]1[CH:36]=[CH:35][C:34]([NH2:37])=[CH:33][CH:32]=1)[CH3:29].N. (6) The reactants are: [F:1][C:2]1[C:38]([F:39])=[CH:37][CH:36]=[CH:35][C:3]=1[CH2:4][S:5][C:6]1[N:11]=[C:10]([NH:12][S:13]([N:16]2[CH2:21][CH2:20][N:19]([C:22](=[O:32])[CH2:23][NH:24]C(=O)OC(C)(C)C)[CH2:18][CH2:17]2)(=[O:15])=[O:14])[CH:9]=[C:8]([O:33][CH3:34])[N:7]=1.C(O)(C(F)(F)F)=O.C(Cl)[Cl:48]. Given the product [ClH:48].[F:1][C:2]1[C:38]([F:39])=[CH:37][CH:36]=[CH:35][C:3]=1[CH2:4][S:5][C:6]1[N:11]=[C:10]([NH:12][S:13]([N:16]2[CH2:17][CH2:18][N:19]([C:22](=[O:32])[CH2:23][NH2:24])[CH2:20][CH2:21]2)(=[O:14])=[O:15])[CH:9]=[C:8]([O:33][CH3:34])[N:7]=1, predict the reactants needed to synthesize it.